From a dataset of Full USPTO retrosynthesis dataset with 1.9M reactions from patents (1976-2016). Predict the reactants needed to synthesize the given product. (1) Given the product [CH3:28][C:27]1[CH:29]=[CH:30][C:24]([S:21]([O:13][CH2:12][CH:9]2[CH2:10][CH2:11][N:6]([CH2:5][C:4]3[CH:15]=[C:16]([Cl:18])[CH:17]=[C:2]([Cl:1])[CH:3]=3)[C:7](=[O:14])[CH2:8]2)(=[O:23])=[O:22])=[CH:25][CH:26]=1, predict the reactants needed to synthesize it. The reactants are: [Cl:1][C:2]1[CH:3]=[C:4]([CH:15]=[C:16]([Cl:18])[CH:17]=1)[CH2:5][N:6]1[CH2:11][CH2:10][CH:9]([CH2:12][OH:13])[CH2:8][C:7]1=[O:14].[H-].[Na+].[S:21](Cl)([C:24]1[CH:30]=[CH:29][C:27]([CH3:28])=[CH:26][CH:25]=1)(=[O:23])=[O:22]. (2) Given the product [Br:16][C:12]1[CH:13]=[CH:14][CH:15]=[C:10]([O:1][CH2:2][CH3:3])[N:11]=1, predict the reactants needed to synthesize it. The reactants are: [O-:1][CH2:2][CH3:3].[Na+].[Na].C(O)C.Br[C:10]1[CH:15]=[CH:14][CH:13]=[C:12]([Br:16])[N:11]=1. (3) Given the product [C:29]([OH:36])(=[O:35])/[CH:30]=[CH:31]\[C:32]([OH:34])=[O:33].[Br:1][C:2]1[CH:3]=[C:4]2[C:8](=[CH:9][CH:10]=1)[N:7]([S:11]([C:14]1[CH:19]=[CH:18][C:17]([F:20])=[CH:16][CH:15]=1)(=[O:13])=[O:12])[CH:6]=[C:5]2[CH2:21][N:22]1[CH2:27][CH2:26][N:25]([CH3:28])[CH2:24][CH2:23]1, predict the reactants needed to synthesize it. The reactants are: [Br:1][C:2]1[CH:3]=[C:4]2[C:8](=[CH:9][CH:10]=1)[N:7]([S:11]([C:14]1[CH:19]=[CH:18][C:17]([F:20])=[CH:16][CH:15]=1)(=[O:13])=[O:12])[CH:6]=[C:5]2[CH2:21][N:22]1[CH2:27][CH2:26][N:25]([CH3:28])[CH2:24][CH2:23]1.[C:29]([OH:36])(=[O:35])/[CH:30]=[CH:31]\[C:32]([OH:34])=[O:33]. (4) Given the product [C:35]([O:34][C:32]([NH:31][C:29](=[NH:30])[C:27]1[S:26][C:25]([S:39][CH3:40])=[C:24]([S:21]([C:17]2[CH:16]=[C:15]([C:9]3[C:10]([CH3:14])=[CH:11][CH:12]=[CH:13][C:8]=3[NH:7][C:5](=[O:6])[CH2:4][C:3]([OH:41])=[O:2])[CH:20]=[CH:19][CH:18]=2)(=[O:23])=[O:22])[CH:28]=1)=[O:33])([CH3:38])([CH3:36])[CH3:37], predict the reactants needed to synthesize it. The reactants are: C[O:2][C:3](=[O:41])[CH2:4][C:5]([NH:7][C:8]1[CH:13]=[CH:12][CH:11]=[C:10]([CH3:14])[C:9]=1[C:15]1[CH:20]=[CH:19][CH:18]=[C:17]([S:21]([C:24]2[CH:28]=[C:27]([C:29]([NH:31][C:32]([O:34][C:35]([CH3:38])([CH3:37])[CH3:36])=[O:33])=[NH:30])[S:26][C:25]=2[S:39][CH3:40])(=[O:23])=[O:22])[CH:16]=1)=[O:6].[OH-].[Na+].[Li+].[OH-]. (5) The reactants are: [Cl:1][C:2]1[CH:7]=[C:6]([Cl:8])[CH:5]=[CH:4][C:3]=1[NH:9][C:10]1[N:14]([CH2:15][CH2:16][CH2:17]O)[C:13]2[C:19]([C:23]([O:25][CH3:26])=[O:24])=[CH:20][CH:21]=[CH:22][C:12]=2[N:11]=1.CS(Cl)(=O)=O.C(=O)([O-])[O-].[K+].[K+]. Given the product [Cl:1][C:2]1[CH:7]=[C:6]([Cl:8])[CH:5]=[CH:4][C:3]=1[N:9]1[C:10]2=[N:11][C:12]3[C:13](=[C:19]([C:23]([O:25][CH3:26])=[O:24])[CH:20]=[CH:21][CH:22]=3)[N:14]2[CH2:15][CH2:16][CH2:17]1, predict the reactants needed to synthesize it. (6) The reactants are: [F:1][C:2]1([F:41])[O:6][C:5]2[CH:7]=[CH:8][C:9]([C:11]3([C:14]([NH:16][C@H:17]4[C:26]5[C:21](=[CH:22][C:23]([C:27]([F:30])([F:29])[F:28])=[CH:24][CH:25]=5)[O:20][C@@H:19]([CH:31]5[CH2:36][CH2:35][CH2:34][CH:33]([C:37]([O:39]C)=[O:38])[CH2:32]5)[CH2:18]4)=[O:15])[CH2:13][CH2:12]3)=[CH:10][C:4]=2[O:3]1.[OH-].[Na+]. Given the product [F:41][C:2]1([F:1])[O:6][C:5]2[CH:7]=[CH:8][C:9]([C:11]3([C:14]([NH:16][C@H:17]4[C:26]5[C:21](=[CH:22][C:23]([C:27]([F:29])([F:30])[F:28])=[CH:24][CH:25]=5)[O:20][C@@H:19]([CH:31]5[CH2:36][CH2:35][CH2:34][CH:33]([C:37]([OH:39])=[O:38])[CH2:32]5)[CH2:18]4)=[O:15])[CH2:12][CH2:13]3)=[CH:10][C:4]=2[O:3]1, predict the reactants needed to synthesize it. (7) Given the product [CH2:14]([O:13][CH2:12][CH2:11][O:1][C:2]1[CH:3]=[C:4]([CH:7]=[CH:8][CH:9]=1)[CH:5]=[O:6])[C:15]1[CH:20]=[CH:19][CH:18]=[CH:17][CH:16]=1, predict the reactants needed to synthesize it. The reactants are: [OH:1][C:2]1[CH:3]=[C:4]([CH:7]=[CH:8][CH:9]=1)[CH:5]=[O:6].Br[CH2:11][CH2:12][O:13][CH2:14][C:15]1[CH:20]=[CH:19][CH:18]=[CH:17][CH:16]=1.C([O-])([O-])=O.[K+].[K+].O.